Dataset: Forward reaction prediction with 1.9M reactions from USPTO patents (1976-2016). Task: Predict the product of the given reaction. (1) Given the reactants [C:1]([O:5][C:6]([N:8]1[CH2:12][CH2:11][C@@H:10]([NH:13][C:14](=[O:31])[C:15]2[CH:20]=[CH:19][C:18]([N:21]3[C:25]4[CH:26]=[CH:27][CH:28]=[CH:29][C:24]=4[N:23]=[C:22]3[CH3:30])=[CH:17][CH:16]=2)[CH2:9]1)=[O:7])([CH3:4])([CH3:3])[CH3:2].[CH2:32](Br)[CH3:33], predict the reaction product. The product is: [C:1]([O:5][C:6]([N:8]1[CH2:12][CH2:11][C@@H:10]([N:13]([CH2:32][CH3:33])[C:14](=[O:31])[C:15]2[CH:16]=[CH:17][C:18]([N:21]3[C:25]4[CH:26]=[CH:27][CH:28]=[CH:29][C:24]=4[N:23]=[C:22]3[CH3:30])=[CH:19][CH:20]=2)[CH2:9]1)=[O:7])([CH3:4])([CH3:3])[CH3:2]. (2) The product is: [CH:19]1([C:17]([NH:16][C:14]2[N:15]=[C:10]3[CH:9]=[CH:8][C:7]([O:6][C:5]4[CH:22]=[CH:23][C:2]([NH:1][C:37]([C:34]5([C:32]([NH:31][C:28]6[CH:29]=[CH:30][C:25]([F:24])=[CH:26][CH:27]=6)=[O:33])[CH2:36][CH2:35]5)=[O:38])=[CH:3][CH:4]=4)=[CH:12][N:11]3[CH:13]=2)=[O:18])[CH2:20][CH2:21]1. Given the reactants [NH2:1][C:2]1[CH:23]=[CH:22][C:5]([O:6][C:7]2[CH:8]=[CH:9][C:10]3[N:11]([CH:13]=[C:14]([NH:16][C:17]([CH:19]4[CH2:21][CH2:20]4)=[O:18])[N:15]=3)[CH:12]=2)=[CH:4][CH:3]=1.[F:24][C:25]1[CH:30]=[CH:29][C:28]([NH:31][C:32]([C:34]2([C:37](O)=[O:38])[CH2:36][CH2:35]2)=[O:33])=[CH:27][CH:26]=1.CN(C(ON1N=NC2C=CC=NC1=2)=[N+](C)C)C.F[P-](F)(F)(F)(F)F.C(N(CC)C(C)C)(C)C, predict the reaction product.